From a dataset of Forward reaction prediction with 1.9M reactions from USPTO patents (1976-2016). Predict the product of the given reaction. Given the reactants Br[C:2]1[CH:7]=[CH:6][C:5]([Br:8])=[CH:4][N:3]=1.[OH:9][C:10]1[CH:11]=[N:12][CH:13]=[N:14][CH:15]=1.C(=O)([O-])[O-].[Cs+].[Cs+], predict the reaction product. The product is: [Br:8][C:5]1[CH:6]=[CH:7][C:2]([O:9][C:10]2[CH:11]=[N:12][CH:13]=[N:14][CH:15]=2)=[N:3][CH:4]=1.